This data is from Catalyst prediction with 721,799 reactions and 888 catalyst types from USPTO. The task is: Predict which catalyst facilitates the given reaction. (1) Reactant: [Br:1][C:2]1[C:7](=[O:8])[N:6]2[C:9]([CH3:13])=[CH:10][CH:11]=[CH:12][C:5]2=[N:4][C:3]=1[CH2:14]Cl.[C:16]([O-:19])(=[O:18])[CH3:17].[K+].CN(C=O)C. Product: [C:16]([O:19][CH2:14][C:3]1[N:4]=[C:5]2[CH:12]=[CH:11][CH:10]=[C:9]([CH3:13])[N:6]2[C:7](=[O:8])[C:2]=1[Br:1])(=[O:18])[CH3:17]. The catalyst class is: 6. (2) Reactant: [Br:1][C:2]1[CH:7]=[CH:6][C:5]([C:8]2([CH2:13]OS(C)(=O)=O)[CH2:12][CH2:11][CH2:10][CH2:9]2)=[CH:4][CH:3]=1.[C-:19]#[N:20].[Na+]. Product: [Br:1][C:2]1[CH:7]=[CH:6][C:5]([C:8]2([CH2:13][C:19]#[N:20])[CH2:12][CH2:11][CH2:10][CH2:9]2)=[CH:4][CH:3]=1. The catalyst class is: 58. (3) Reactant: [CH2:1](O)[C@H:2]1[O:7][C@H:6]([O:8][C@:9]2(CO)O[C@H](CO)[C@@H](O)[C@@H]2O)[C@H:5](O)[C@@H:4](O)[C@@H:3]1O.[C:24]([O-])(=O)[CH2:25][CH2:26][CH2:27][CH2:28][CH2:29][CH2:24][CH2:25][CH2:26][CH2:27][CH2:28][CH3:29].[Na+].OO. Product: [C:6]([O:8][CH3:9])(=[O:7])[CH2:5][CH2:4][CH2:3][CH2:2][CH2:1][CH2:24][CH2:25][CH2:26][CH2:27][CH2:28][CH3:29]. The catalyst class is: 6. (4) Reactant: [C:1]([N:4]1[CH2:9][CH2:8][N:7]([C:10]2[CH:15]=[CH:14][C:13]([S:16]([NH:19][CH2:20][CH:21]([CH3:23])[CH3:22])(=[O:18])=[O:17])=[CH:12][CH:11]=2)[CH2:6][CH2:5]1)(=[O:3])[CH3:2].[H-].[Na+].[F:26][C:27]([F:37])([F:36])[C:28]1[CH:35]=[CH:34][CH:33]=[CH:32][C:29]=1[CH2:30]Br. Product: [C:1]([N:4]1[CH2:9][CH2:8][N:7]([C:10]2[CH:11]=[CH:12][C:13]([S:16]([N:19]([CH2:20][CH:21]([CH3:23])[CH3:22])[CH2:30][C:29]3[CH:32]=[CH:33][CH:34]=[CH:35][C:28]=3[C:27]([F:37])([F:36])[F:26])(=[O:18])=[O:17])=[CH:14][CH:15]=2)[CH2:6][CH2:5]1)(=[O:3])[CH3:2]. The catalyst class is: 474. (5) Reactant: [ClH:1].C(OCC)(=O)C.[CH2:8]([O:15][C:16]([NH:18][CH2:19][CH:20]1[CH2:23][N:22](C(OC(C)(C)C)=O)[CH2:21]1)=[O:17])[C:9]1[CH:14]=[CH:13][CH:12]=[CH:11][CH:10]=1. Product: [ClH:1].[CH2:8]([O:15][C:16]([NH:18][CH2:19][CH:20]1[CH2:23][NH:22][CH2:21]1)=[O:17])[C:9]1[CH:10]=[CH:11][CH:12]=[CH:13][CH:14]=1. The catalyst class is: 169. (6) Reactant: [Cl:1][C:2]1[CH:7]=[CH:6][C:5]([C:8]2[C:12]([CH2:13][CH3:14])=[C:11]([NH2:15])[NH:10][N:9]=2)=[CH:4][CH:3]=1.[C:16](O)(=[O:19])[CH2:17][SH:18]. Product: [Cl:1][C:2]1[CH:3]=[CH:4][C:5]([C:8]2[C:12]([CH2:13][CH3:14])=[C:11]([NH:15][C:16](=[O:19])[CH2:17][SH:18])[NH:10][N:9]=2)=[CH:6][CH:7]=1. The catalyst class is: 11. (7) Reactant: S(OOS([O-])(=O)=O)([O-])(=O)=O.[NH4+].[NH4+].[OH-].[Na+].[F:15][C:16]([F:20])=[C:17]([F:19])[F:18].C(F)(F)=C.[F:25][C:26]([O:33][C:34]([F:41])=[C:35]([C:37]([F:40])([F:39])[F:38])[F:36])=[C:27]([F:32])[C:28]([F:31])([F:30])[F:29].[CH:42]([C:46]([F:49])([F:48])[F:47])=[C:43]([F:45])[F:44]. Product: [F:25][C:26]([O:33][C:34]([F:41])=[C:35]([C:37]([F:38])([F:40])[F:39])[F:36])=[C:27]([F:32])[C:28]([F:31])([F:30])[F:29].[F:15][C:16]([F:20])=[C:17]([F:19])[F:18].[CH:42]([C:46]([F:49])([F:48])[F:47])=[C:43]([F:45])[F:44]. The catalyst class is: 657.